This data is from Reaction yield outcomes from USPTO patents with 853,638 reactions. The task is: Predict the reaction yield, written as a fraction of the theoretical maximum amount of product (1.0 means a 100% yield; for example, 0.34 means a 34% yield). (1) The reactants are [CH3:1][O:2][C:3]([CH:5]1[CH2:9][CH2:8][N:7]([C:10]([O:12][CH2:13][C:14]2[CH:19]=[CH:18][CH:17]=[CH:16][CH:15]=2)=[O:11])[N:6]1[C:20](=[O:37])[CH:21]([N:26]1[C:34](=[O:35])[C:33]2[C:28](=[CH:29][CH:30]=[CH:31][CH:32]=2)[C:27]1=[O:36])[CH2:22][CH2:23][CH2:24][OH:25])=[O:4].CC(OI1(OC(C)=O)(OC(C)=O)OC(=O)C2C=CC=CC1=2)=O. The catalyst is C(Cl)Cl. The product is [CH3:1][O:2][C:3]([CH:5]1[CH2:9][CH2:8][N:7]([C:10]([O:12][CH2:13][C:14]2[CH:15]=[CH:16][CH:17]=[CH:18][CH:19]=2)=[O:11])[N:6]1[C:20](=[O:37])[CH:21]([N:26]1[C:34](=[O:35])[C:33]2[C:28](=[CH:29][CH:30]=[CH:31][CH:32]=2)[C:27]1=[O:36])[CH2:22][CH2:23][CH:24]=[O:25])=[O:4]. The yield is 0.630. (2) The reactants are [CH3:1]C([O-])(C)C.[K+].[F:7][C:8]1[CH:9]=[C:10]([CH:13]=[C:14]([F:27])[C:15]=1[O:16][C:17]1[CH:18]=[N:19][C:20]([C:23]([F:26])([F:25])[F:24])=[N:21][CH:22]=1)[CH:11]=O.[NH4+].[Cl-]. The catalyst is [Br-].C[P+](C1C=CC=CC=1)(C1C=CC=CC=1)C1C=CC=CC=1.C1COCC1. The product is [F:7][C:8]1[CH:9]=[C:10]([CH:11]=[CH2:1])[CH:13]=[C:14]([F:27])[C:15]=1[O:16][C:17]1[CH:18]=[N:19][C:20]([C:23]([F:26])([F:25])[F:24])=[N:21][CH:22]=1. The yield is 0.542. (3) The reactants are [NH2:1][C:2]1[N:7]=[CH:6][C:5]([CH2:8][N:9]2[C:13](=[O:14])[C:12]([C:15]3[CH:20]=[CH:19][CH:18]=[CH:17][CH:16]=3)=[C:11]([NH:21][C:22]3[CH:27]=[CH:26][C:25]([N:28]4[CH2:33][CH2:32][O:31][CH2:30][CH2:29]4)=[CH:24][CH:23]=3)[C:10]2=O)=[CH:4][CH:3]=1.COC1C=CC(P2(SP(C3C=CC(OC)=CC=3)(=S)S2)=[S:44])=CC=1.CC#N.C(Cl)Cl. The catalyst is C1(C)C=CC=CC=1. The product is [NH2:1][C:2]1[N:7]=[CH:6][C:5]([CH2:8][N:9]2[C:10](=[S:44])[C:11]([NH:21][C:22]3[CH:27]=[CH:26][C:25]([N:28]4[CH2:33][CH2:32][O:31][CH2:30][CH2:29]4)=[CH:24][CH:23]=3)=[C:12]([C:15]3[CH:20]=[CH:19][CH:18]=[CH:17][CH:16]=3)[C:13]2=[O:14])=[CH:4][CH:3]=1. The yield is 0.350. (4) The reactants are C[O:2][C:3]([C:5]1[N:6]=[C:7]([C:21]2[C:25]([NH:26][C:27](=[O:36])[C:28]3[C:33]([F:34])=[CH:32][CH:31]=[CH:30][C:29]=3[F:35])=[CH:24][N:23]([CH:37]3[CH2:42][CH2:41][CH2:40][CH2:39][O:38]3)[N:22]=2)[NH:8][C:9]=1[CH2:10][CH2:11][CH2:12][NH:13][C:14]([O:16][C:17]([CH3:20])([CH3:19])[CH3:18])=[O:15])=[O:4].[OH-].[Na+]. The catalyst is CO. The product is [C:17]([O:16][C:14]([NH:13][CH2:12][CH2:11][CH2:10][C:9]1[NH:8][C:7]([C:21]2[C:25]([NH:26][C:27](=[O:36])[C:28]3[C:33]([F:34])=[CH:32][CH:31]=[CH:30][C:29]=3[F:35])=[CH:24][N:23]([CH:37]3[CH2:42][CH2:41][CH2:40][CH2:39][O:38]3)[N:22]=2)=[N:6][C:5]=1[C:3]([OH:4])=[O:2])=[O:15])([CH3:20])([CH3:18])[CH3:19]. The yield is 0.960. (5) The reactants are [NH2:1][C:2]1[CH:7]=[CH:6][C:5]([Br:8])=[CH:4][N:3]=1.[C:9](O[C:9]([O:11][C:12]([CH3:15])([CH3:14])[CH3:13])=[O:10])([O:11][C:12]([CH3:15])([CH3:14])[CH3:13])=[O:10]. The catalyst is C1COCC1. The product is [Br:8][C:5]1[CH:6]=[CH:7][C:2]([NH:1][C:9]([O:11][C:12]([CH3:15])([CH3:14])[CH3:13])=[O:10])=[N:3][CH:4]=1. The yield is 0.800. (6) The product is [CH3:33][C@@H:31]1[CH2:30][O:29][C:28]([C:25]2[NH:24][C:23]([C:21]3[CH:22]=[C:6]([CH:7]=[C:8]([O:9][C:10]4[CH:15]=[N:14][C:13]([S:16]([CH3:19])(=[O:17])=[O:18])=[CH:12][CH:11]=4)[CH:20]=3)[O:5][C@@H:4]([CH3:34])[CH2:3][OH:2])=[CH:27][CH:26]=2)=[N:32]1. The reactants are C[O:2][CH2:3][C@H:4]([CH3:34])[O:5][C:6]1[CH:7]=[C:8]([CH:20]=[C:21]([C:23]2[NH:24][C:25]([C:28]3[O:29][CH2:30][C@@H:31]([CH3:33])[N:32]=3)=[CH:26][CH:27]=2)[CH:22]=1)[O:9][C:10]1[CH:11]=[CH:12][C:13]([S:16]([CH3:19])(=[O:18])=[O:17])=[N:14][CH:15]=1.B(Br)(Br)Br.C(=O)([O-])O.[Na+]. The yield is 0.770. The catalyst is C(Cl)Cl. (7) The reactants are [CH2:1]1[C:9]2[C:4](=[CH:5][CH:6]=[CH:7][CH:8]=2)[CH2:3][CH2:2]1.[C:10](OC(=O)C)(=[O:12])[CH3:11].[Al+3].[Cl-].[Cl-].[Cl-]. The catalyst is C(Cl)Cl. The product is [CH2:1]1[C:9]2[C:4](=[CH:5][CH:6]=[C:7]([C:10](=[O:12])[CH3:11])[CH:8]=2)[CH2:3][CH2:2]1. The yield is 0.880.